Dataset: Catalyst prediction with 721,799 reactions and 888 catalyst types from USPTO. Task: Predict which catalyst facilitates the given reaction. (1) Reactant: [Br:1][C:2]1[CH:7]=[CH:6][C:5]([OH:8])=[C:4]([F:9])[CH:3]=1.Cl[C:11]([F:16])([F:15])C([O-])=O.[Na+].C(=O)([O-])[O-].[K+].[K+]. Product: [Br:1][C:2]1[CH:7]=[CH:6][C:5]([O:8][CH:11]([F:16])[F:15])=[C:4]([F:9])[CH:3]=1. The catalyst class is: 18. (2) Product: [Br:1][C:2]1[CH:11]=[CH:10][C:9]2[N:8]=[CH:7][C:6]3[N:12]([S:44]([C:36]4[CH:37]=[C:38]([N+:41]([O-:43])=[O:42])[CH:39]=[CH:40][C:35]=4[CH3:34])(=[O:45])=[O:46])[C:13](=[O:26])[N:14]([C:15]4[CH:20]=[CH:19][C:18]([C:21]([CH3:24])([CH3:25])[C:22]#[N:23])=[CH:17][CH:16]=4)[C:5]=3[C:4]=2[CH:3]=1. Reactant: [Br:1][C:2]1[CH:11]=[CH:10][C:9]2[N:8]=[CH:7][C:6]3[NH:12][C:13](=[O:26])[N:14]([C:15]4[CH:20]=[CH:19][C:18]([C:21]([CH3:25])([CH3:24])[C:22]#[N:23])=[CH:17][CH:16]=4)[C:5]=3[C:4]=2[CH:3]=1.C(N(CC)CC)C.[CH3:34][C:35]1[CH:40]=[CH:39][C:38]([N+:41]([O-:43])=[O:42])=[CH:37][C:36]=1[S:44](Cl)(=[O:46])=[O:45].O. The catalyst class is: 4. (3) Reactant: Br[CH2:2][C:3]1[CH:8]=[CH:7][C:6]([C:9]2([C:14]3[CH:19]=[CH:18][CH:17]=[CH:16][CH:15]=3)[O:13][CH2:12][CH2:11][O:10]2)=[CH:5][CH:4]=1.[N:20]1([CH2:26][C:27]([O:29][CH2:30][CH3:31])=[O:28])[CH2:25][CH2:24][NH:23][CH2:22][CH2:21]1.C([O-])([O-])=O.[K+].[K+]. The catalyst class is: 21. Product: [C:14]1([C:9]2([C:6]3[CH:7]=[CH:8][C:3]([CH2:2][N:23]4[CH2:22][CH2:21][N:20]([CH2:26][C:27]([O:29][CH2:30][CH3:31])=[O:28])[CH2:25][CH2:24]4)=[CH:4][CH:5]=3)[O:13][CH2:12][CH2:11][O:10]2)[CH:19]=[CH:18][CH:17]=[CH:16][CH:15]=1. (4) Reactant: [CH3:1][CH:2]1[CH2:7][NH:6][CH2:5][CH:4]([CH3:8])[NH:3]1.C(N(CC)CC)C.[CH3:16][N:17]([CH3:21])[C:18](Cl)=[O:19]. Product: [CH3:16][N:17]([CH3:21])[C:18]([N:3]1[CH:4]([CH3:8])[CH2:5][NH:6][CH2:7][CH:2]1[CH3:1])=[O:19]. The catalyst class is: 2. (5) Reactant: F[C:2]1[CH:7]=[CH:6][C:5]([N+:8]([O-:10])=[O:9])=[CH:4][CH:3]=1.[NH:11]1[CH2:16][CH2:15][C:14](=[O:17])[CH2:13][CH2:12]1. Product: [N+:8]([C:5]1[CH:6]=[CH:7][C:2]([N:11]2[CH2:16][CH2:15][C:14](=[O:17])[CH2:13][CH2:12]2)=[CH:3][CH:4]=1)([O-:10])=[O:9]. The catalyst class is: 3. (6) Reactant: [CH3:1][O:2][C:3](=[O:14])[C:4]1[CH:9]=[CH:8][C:7](F)=[C:6]([N+:11]([O-:13])=[O:12])[CH:5]=1.Cl.[CH3:16][NH:17][CH3:18].C(=O)([O-])[O-].[K+].[K+]. Product: [CH3:1][O:2][C:3](=[O:14])[C:4]1[CH:9]=[CH:8][C:7]([N:17]([CH3:18])[CH3:16])=[C:6]([N+:11]([O-:13])=[O:12])[CH:5]=1. The catalyst class is: 16. (7) Reactant: [NH:1]1[C:9]2[C:4](=[CH:5][CH:6]=[CH:7][CH:8]=2)[CH:3]=[C:2]1[C:10]([OH:12])=[O:11].C([C:15]1[NH:16][C:17]2C(C=1)=CC(N(C)C)=CC=2)C.[Li+].[OH-].Cl. Product: [CH3:15][N:16]([CH3:17])[C:6]1[CH:5]=[C:4]2[C:9](=[CH:8][CH:7]=1)[NH:1][C:2]([C:10]([OH:12])=[O:11])=[CH:3]2. The catalyst class is: 87.